From a dataset of Catalyst prediction with 721,799 reactions and 888 catalyst types from USPTO. Predict which catalyst facilitates the given reaction. (1) Reactant: [OH-].[Na+].BrC1C=[C:6]2[C:14](=CC=1)[N:13](C1C=CC([N+]([O-])=O)=CC=1C)[C:12]1[CH:11]=[CH:10][CH:9]=[C:8](C(O)=O)[C:7]2=1.O1CCOCC1.Cl. Product: [NH:13]1[C:12]2[C:7](=[CH:8][CH:9]=[CH:10][CH:11]=2)[CH:6]=[CH:14]1. The catalyst class is: 24. (2) Reactant: [ClH:1].C(OC(=O)[N:8]([CH2:26][CH2:27][O:28][C:29]1[CH:34]=[CH:33][CH:32]=[CH:31][C:30]=1[CH2:35][C:36]1[CH:41]=[CH:40][CH:39]=[CH:38][CH:37]=1)[CH2:9][CH2:10][N:11]([S:13]([C:16]1[C:17]2[CH:18]=[CH:19][N:20]=[CH:21][C:22]=2[CH:23]=[CH:24][CH:25]=1)(=[O:15])=[O:14])[CH3:12])(C)(C)C. Product: [ClH:1].[ClH:1].[CH2:35]([C:30]1[CH:31]=[CH:32][CH:33]=[CH:34][C:29]=1[O:28][CH2:27][CH2:26][NH:8][CH2:9][CH2:10][N:11]([CH3:12])[S:13]([C:16]1[C:17]2[CH:18]=[CH:19][N:20]=[CH:21][C:22]=2[CH:23]=[CH:24][CH:25]=1)(=[O:15])=[O:14])[C:36]1[CH:41]=[CH:40][CH:39]=[CH:38][CH:37]=1. The catalyst class is: 2. (3) Reactant: [CH3:1][C:2]1[C:6]([CH3:7])=[C:5]([NH:8][C:9](=[O:16])OCC(Cl)(Cl)Cl)[O:4][N:3]=1.[F:17][C:18]1[CH:23]=[C:22]([F:24])[CH:21]=[CH:20][C:19]=1[C:25]1[CH:30]=[N:29][CH:28]=[C:27]([N:31]2[CH2:36][CH2:35][NH:34][CH2:33][CH2:32]2)[N:26]=1. Product: [F:17][C:18]1[CH:23]=[C:22]([F:24])[CH:21]=[CH:20][C:19]=1[C:25]1[N:26]=[C:27]([N:31]2[CH2:32][CH2:33][N:34]([C:9]([NH:8][C:5]3[O:4][N:3]=[C:2]([CH3:1])[C:6]=3[CH3:7])=[O:16])[CH2:35][CH2:36]2)[CH:28]=[N:29][CH:30]=1. The catalyst class is: 188. (4) Reactant: [CH3:1][O:2][C:3](=[O:29])[C@@H:4]([NH:9][C@H:10]([C:25]([O:27][CH3:28])=[O:26])[CH2:11][C:12](=[O:24])NC1SC2C=C(Cl)C=CC=2N=1)[CH2:5][CH:6]([CH3:8])[CH3:7].[H][H].C[OH:33]. Product: [CH3:28][O:27][C:25](=[O:26])[CH:10]([NH:9][CH:4]([C:3]([O:2][CH3:1])=[O:29])[CH2:5][CH:6]([CH3:7])[CH3:8])[CH2:11][C:12]([OH:24])=[O:33]. The catalyst class is: 45. (5) Reactant: [C:1]([CH2:6][C:7]([O:9][CH2:10][CH3:11])=[O:8])(=[O:5])[CH2:2][CH2:3][CH3:4]. Product: [CH2:10]([O:9][C:7](=[O:8])[CH2:6][C@H:1]([OH:5])[CH2:2][CH2:3][CH3:4])[CH3:11]. The catalyst class is: 5. (6) Reactant: [NH2:1][C:2]1[CH:7]=[CH:6][C:5]([CH:8]([NH2:10])[CH3:9])=[CH:4][CH:3]=1.Cl.NC1C=CC(C(N)C)=CC=1.[CH:22]1[N:27]=[C:26](Cl)[C:25]2[N:29]=[CH:30][N:31]([C@@H:32]3[O:36][C@H:35]([CH2:37][OH:38])[C@@H:34]([OH:39])[C@H:33]3[OH:40])[C:24]=2[N:23]=1.C(N(CC)CC)C. The catalyst class is: 259. Product: [NH2:1][C:2]1[CH:7]=[CH:6][C:5]([CH:8]([NH:10][C:26]2[C:25]3[N:29]=[CH:30][N:31]([C:24]=3[N:23]=[CH:22][N:27]=2)[C@@H:32]2[O:36][C@H:35]([CH2:37][OH:38])[C@@H:34]([OH:39])[C@H:33]2[OH:40])[CH3:9])=[CH:4][CH:3]=1. (7) Reactant: C([SiH2]OC(C)(C)C1N=CN(C2C=CC(F)=CC=2)C=1)(C)(C)C.C([SiH2]O[C:28](C)([CH3:42])[C:29]1[N:30]=[C:31]([CH3:41])[N:32]([C:34]2[CH:39]=[CH:38][C:37]([F:40])=[CH:36][CH:35]=2)[CH:33]=1)(C)(C)C.C([Li])CCC.IC. Product: [C:28]([C:29]1[N:30]=[C:31]([CH3:41])[N:32]([C:34]2[CH:39]=[CH:38][C:37]([F:40])=[CH:36][CH:35]=2)[CH:33]=1)#[CH:42]. The catalyst class is: 1.